From a dataset of Peptide-MHC class I binding affinity with 185,985 pairs from IEDB/IMGT. Regression. Given a peptide amino acid sequence and an MHC pseudo amino acid sequence, predict their binding affinity value. This is MHC class I binding data. (1) The peptide sequence is ATFEVFLAK. The MHC is HLA-B08:01 with pseudo-sequence HLA-B08:01. The binding affinity (normalized) is 0.0847. (2) The peptide sequence is RPDTRHLRV. The MHC is H-2-Db with pseudo-sequence H-2-Db. The binding affinity (normalized) is 0. (3) The peptide sequence is HEGHQTAAF. The MHC is HLA-B44:02 with pseudo-sequence HLA-B44:02. The binding affinity (normalized) is 0.351. (4) The peptide sequence is TLLIGAVVSV. The MHC is H-2-Db with pseudo-sequence H-2-Db. The binding affinity (normalized) is 0.0396. (5) The peptide sequence is ERFLAQEQL. The MHC is Mamu-B03 with pseudo-sequence Mamu-B03. The binding affinity (normalized) is 0.198. (6) The peptide sequence is ALMAGYFKI. The MHC is HLA-A02:01 with pseudo-sequence HLA-A02:01. The binding affinity (normalized) is 0.640. (7) The peptide sequence is LADGGCSGGAY. The MHC is Mamu-A02 with pseudo-sequence Mamu-A02. The binding affinity (normalized) is 0.168. (8) The peptide sequence is ARHGEYAPF. The MHC is HLA-A11:01 with pseudo-sequence HLA-A11:01. The binding affinity (normalized) is 0.0847. (9) The peptide sequence is IYDSNNLTFW. The MHC is Mamu-B17 with pseudo-sequence Mamu-B17. The binding affinity (normalized) is 0.332. (10) The peptide sequence is LADKRPTAW. The MHC is HLA-B57:01 with pseudo-sequence HLA-B57:01. The binding affinity (normalized) is 0.387.